Dataset: Reaction yield outcomes from USPTO patents with 853,638 reactions. Task: Predict the reaction yield, written as a fraction of the theoretical maximum amount of product (1.0 means a 100% yield; for example, 0.34 means a 34% yield). The yield is 0.720. The product is [I:27][C:12]1[CH:13]=[C:14]2[C:9](=[CH:10][CH:11]=1)[NH:8][N:7]=[C:6]2[C:4]([N:3]([O:2][CH3:1])[CH3:15])=[O:5]. The catalyst is C(Cl)Cl. The reactants are [CH3:1][O:2][N:3]([CH3:15])[C:4]([C:6]1[C:14]2[C:9](=[CH:10][CH:11]=[CH:12][CH:13]=2)[NH:8][N:7]=1)=[O:5].FC(F)(F)C(OC1C(OC(=O)C(F)(F)F)=C([I:27])C=CC=1)=O.II.OS([O-])=O.[Na+].